Regression. Given two drug SMILES strings and cell line genomic features, predict the synergy score measuring deviation from expected non-interaction effect. From a dataset of NCI-60 drug combinations with 297,098 pairs across 59 cell lines. (1) Drug 1: C1=NC2=C(N=C(N=C2N1C3C(C(C(O3)CO)O)O)F)N. Drug 2: CCC1(CC2CC(C3=C(CCN(C2)C1)C4=CC=CC=C4N3)(C5=C(C=C6C(=C5)C78CCN9C7C(C=CC9)(C(C(C8N6C)(C(=O)OC)O)OC(=O)C)CC)OC)C(=O)OC)O.OS(=O)(=O)O. Cell line: HOP-92. Synergy scores: CSS=2.88, Synergy_ZIP=0.115, Synergy_Bliss=3.10, Synergy_Loewe=-0.597, Synergy_HSA=-0.120. (2) Drug 1: C1CCC(CC1)NC(=O)N(CCCl)N=O. Drug 2: CCCS(=O)(=O)NC1=C(C(=C(C=C1)F)C(=O)C2=CNC3=C2C=C(C=N3)C4=CC=C(C=C4)Cl)F. Cell line: MALME-3M. Synergy scores: CSS=42.1, Synergy_ZIP=-3.75, Synergy_Bliss=-4.64, Synergy_Loewe=-22.3, Synergy_HSA=-3.75. (3) Drug 1: CS(=O)(=O)C1=CC(=C(C=C1)C(=O)NC2=CC(=C(C=C2)Cl)C3=CC=CC=N3)Cl. Drug 2: C1C(C(OC1N2C=NC(=NC2=O)N)CO)O. Cell line: MDA-MB-231. Synergy scores: CSS=12.1, Synergy_ZIP=-2.74, Synergy_Bliss=-1.03, Synergy_Loewe=0.00683, Synergy_HSA=0.753. (4) Drug 1: CC1=C(C=C(C=C1)NC2=NC=CC(=N2)N(C)C3=CC4=NN(C(=C4C=C3)C)C)S(=O)(=O)N.Cl. Drug 2: C1CCC(CC1)NC(=O)N(CCCl)N=O. Cell line: T-47D. Synergy scores: CSS=17.2, Synergy_ZIP=1.63, Synergy_Bliss=10.2, Synergy_Loewe=6.43, Synergy_HSA=10.1. (5) Drug 1: CC12CCC3C(C1CCC2O)C(CC4=C3C=CC(=C4)O)CCCCCCCCCS(=O)CCCC(C(F)(F)F)(F)F. Drug 2: B(C(CC(C)C)NC(=O)C(CC1=CC=CC=C1)NC(=O)C2=NC=CN=C2)(O)O. Cell line: SK-MEL-5. Synergy scores: CSS=12.3, Synergy_ZIP=2.99, Synergy_Bliss=4.91, Synergy_Loewe=-23.8, Synergy_HSA=-1.16. (6) Drug 1: C1=NC2=C(N=C(N=C2N1C3C(C(C(O3)CO)O)O)F)N. Drug 2: CC1C(C(CC(O1)OC2CC(CC3=C2C(=C4C(=C3O)C(=O)C5=C(C4=O)C(=CC=C5)OC)O)(C(=O)CO)O)N)O.Cl. Cell line: CCRF-CEM. Synergy scores: CSS=72.7, Synergy_ZIP=-1.39, Synergy_Bliss=-3.15, Synergy_Loewe=-6.19, Synergy_HSA=-2.25. (7) Drug 1: CN1CCC(CC1)COC2=C(C=C3C(=C2)N=CN=C3NC4=C(C=C(C=C4)Br)F)OC. Drug 2: C1CC(=O)NC(=O)C1N2C(=O)C3=CC=CC=C3C2=O. Cell line: DU-145. Synergy scores: CSS=16.9, Synergy_ZIP=-0.707, Synergy_Bliss=7.35, Synergy_Loewe=-6.47, Synergy_HSA=6.18.